From a dataset of Forward reaction prediction with 1.9M reactions from USPTO patents (1976-2016). Predict the product of the given reaction. (1) Given the reactants [CH2:1]([O:7][C:8]1[CH:13]=[CH:12][N+:11]([O-])=[C:10]([CH3:15])[C:9]=1[CH3:16])[CH2:2][CH2:3][CH2:4][CH2:5][CH3:6].[C:17]([O:20]C(=O)C)(=[O:19])[CH3:18], predict the reaction product. The product is: [CH2:1]([O:7][C:8]1[CH:13]=[CH:12][N:11]=[C:10]([CH2:15][O:20][C:17](=[O:19])[CH3:18])[C:9]=1[CH3:16])[CH2:2][CH2:3][CH2:4][CH2:5][CH3:6]. (2) Given the reactants [CH3:1][O:2][C:3](=[O:21])[CH2:4][C@@H:5]([NH:13]C(OC(C)(C)C)=O)[C:6]1[CH:11]=[CH:10][C:9]([F:12])=[CH:8][CH:7]=1.Cl, predict the reaction product. The product is: [NH2:13][C@@H:5]([C:6]1[CH:7]=[CH:8][C:9]([F:12])=[CH:10][CH:11]=1)[CH2:4][C:3]([O:2][CH3:1])=[O:21]. (3) Given the reactants [CH:1]1[C:10]([OH:11])=[C:6]([CH:7]([CH3:9])[CH3:8])[CH:5]=[CH:4][C:2]=1[CH3:3].[H][H], predict the reaction product. The product is: [CH:7]([CH:6]1[CH2:5][CH2:4][CH:2]([CH3:3])[CH2:1][C:10]1=[O:11])([CH3:9])[CH3:8].